Dataset: Full USPTO retrosynthesis dataset with 1.9M reactions from patents (1976-2016). Task: Predict the reactants needed to synthesize the given product. Given the product [C:18]([C:19]1[CH:29]=[CH:27][CH:26]=[CH:24][C:20]=1[NH:21][C:23]([C:8]1[S:7][N:6]=[N:5][C:4]=1[CH:1]1[CH2:2][CH2:3]1)=[O:33])#[N:17], predict the reactants needed to synthesize it. The reactants are: [CH:1]1([C:4]2(C(O)=O)[CH2:8][S:7][N:6]=[N:5]2)[CH2:3][CH2:2]1.Cl.C(N=C=[N:17][CH2:18][CH2:19][CH2:20][N:21]([CH3:23])C)C.[C:24]([C:26]1C=CC=[CH:29][C:27]=1N)#N.[OH2:33].